The task is: Predict the reactants needed to synthesize the given product.. This data is from Full USPTO retrosynthesis dataset with 1.9M reactions from patents (1976-2016). (1) Given the product [F:18][C:2]([F:1])([F:17])[CH2:3][CH:4]1[C:13]2[C:8]3=[C:9]([CH2:21][NH:16][CH2:15][CH2:14][N:7]3[CH2:6][CH2:5]1)[CH:10]=[CH:11][CH:12]=2, predict the reactants needed to synthesize it. The reactants are: [F:1][C:2]([F:18])([F:17])[CH2:3][CH:4]1[C:13]2[C:8](=[CH:9][CH:10]=[CH:11][CH:12]=2)[N:7]([CH2:14][CH2:15][NH2:16])[CH2:6][CH2:5]1.C=O.[C:21](O)(C(F)(F)F)=O.[OH-].[Na+]. (2) Given the product [C:27]([C:23]1[CH:22]=[C:21]([C:19]2[N:20]=[C:16]([NH:15][C:13](=[O:14])[C:12]3[CH:11]=[CH:10][C:9]([CH2:8][N:5]4[CH2:6][CH2:7][N:2]([CH3:1])[CH2:3][CH2:4]4)=[CH:40][CH:39]=3)[S:17][CH:18]=2)[CH:26]=[CH:25][CH:24]=1)#[CH:28], predict the reactants needed to synthesize it. The reactants are: [CH3:1][N:2]1[CH2:7][CH2:6][N:5]([CH2:8][C:9]2[CH:40]=[CH:39][C:12]([C:13]([NH:15][C:16]3[S:17][CH:18]=[C:19]([C:21]4[CH:26]=[CH:25][CH:24]=[C:23]([C:27]#[C:28][Si](C(C)C)(C(C)C)C(C)C)[CH:22]=4)[N:20]=3)=[O:14])=[CH:11][CH:10]=2)[CH2:4][CH2:3]1.CCCC[N+](CCCC)(CCCC)CCCC.[F-].